This data is from Full USPTO retrosynthesis dataset with 1.9M reactions from patents (1976-2016). The task is: Predict the reactants needed to synthesize the given product. (1) Given the product [F:1][C:2]1[CH:3]=[C:4]2[C:5](=[CH:11][CH:12]=1)[C:6](=[O:7])[NH:13][C:8]2=[O:9], predict the reactants needed to synthesize it. The reactants are: [F:1][C:2]1[CH:12]=[CH:11][C:5]2[C:6](=O)[O:7][C:8](=[O:9])[C:4]=2[CH:3]=1.[NH2:13]C(N)=O. (2) Given the product [CH3:34][O:33][C:30]1[CH:31]=[C:32]2[C:27](=[CH:28][CH:29]=1)[N:26]([CH3:35])[CH:25]=[C:24]2[C:22]1[N:21]([CH2:36][O:37][CH2:38][CH2:39][Si:40]([CH3:43])([CH3:42])[CH3:41])[C:18]2[N:19]=[CH:20][C:15]3[N:16]([C:12]([CH2:11][CH2:10][CH2:9][OH:8])=[N:13][CH:14]=3)[C:17]=2[CH:23]=1, predict the reactants needed to synthesize it. The reactants are: [Si]([O:8][CH2:9][CH2:10][CH2:11][C:12](=S)[NH:13][CH2:14][C:15]1[N:16]=[C:17]2[CH:23]=[C:22]([C:24]3[C:32]4[C:27](=[CH:28][CH:29]=[C:30]([O:33][CH3:34])[CH:31]=4)[N:26]([CH3:35])[CH:25]=3)[N:21]([CH2:36][O:37][CH2:38][CH2:39][Si:40]([CH3:43])([CH3:42])[CH3:41])[C:18]2=[N:19][CH:20]=1)(C(C)(C)C)(C)C. (3) Given the product [C:1]([O:5][C:6]([N:8]1[CH2:12][CH2:11][C@@H:10]([NH:13][C:14]2[N:19]=[C:18]([N:35]([CH2:36][C:37]([CH3:40])([CH3:39])[CH3:38])[CH3:34])[CH:17]=[C:16]([NH:21][C:22]3[CH:27]=[C:26]([C:28](=[O:31])[NH:29][CH3:30])[CH:25]=[CH:24][C:23]=3[CH3:32])[N:15]=2)[CH2:9]1)=[O:7])([CH3:4])([CH3:3])[CH3:2], predict the reactants needed to synthesize it. The reactants are: [C:1]([O:5][C:6]([N:8]1[CH2:12][CH2:11][C@@H:10]([NH:13][C:14]2[N:19]=[C:18](F)[CH:17]=[C:16]([NH:21][C:22]3[CH:27]=[C:26]([C:28](=[O:31])[NH:29][CH3:30])[CH:25]=[CH:24][C:23]=3[CH3:32])[N:15]=2)[CH2:9]1)=[O:7])([CH3:4])([CH3:3])[CH3:2].Cl.[CH3:34][NH:35][CH2:36][C:37]([CH3:40])([CH3:39])[CH3:38].CCN(C(C)C)C(C)C. (4) Given the product [F:5][C:6]1[CH:11]=[CH:10][C:9]([C:12]([N:15]([CH3:17])[CH3:16])=[CH:13][C:23]2[CH:26]=[CH:27][C:20]([C:19]([F:29])([F:28])[F:18])=[CH:21][CH:22]=2)=[CH:8][CH:7]=1, predict the reactants needed to synthesize it. The reactants are: N#N.[H-].[Na+].[F:5][C:6]1[CH:11]=[CH:10][C:9]([CH:12]([N:15]([CH3:17])[CH3:16])[C:13]#N)=[CH:8][CH:7]=1.[F:18][C:19]([F:29])([F:28])[C:20]1[CH:27]=[CH:26][C:23](CCl)=[CH:22][CH:21]=1.